This data is from Reaction yield outcomes from USPTO patents with 853,638 reactions. The task is: Predict the reaction yield, written as a fraction of the theoretical maximum amount of product (1.0 means a 100% yield; for example, 0.34 means a 34% yield). (1) The reactants are C(O[B:5]1[O:9][C:8]([CH3:11])([CH3:10])[C:7]([CH3:13])([CH3:12])[O:6]1)(C)C.C([Li])CCC.[F:19][C:20]1[CH:21]=[C:22]([C:27]2([OH:31])[CH2:30][CH2:29][CH2:28]2)[CH:23]=[C:24]([F:26])[CH:25]=1. The yield is 1.00. The product is [F:19][C:20]1[CH:21]=[C:22]([C:27]2([OH:31])[CH2:30][CH2:29][CH2:28]2)[CH:23]=[C:24]([F:26])[C:25]=1[B:5]1[O:6][C:7]([CH3:12])([CH3:13])[C:8]([CH3:10])([CH3:11])[O:9]1. No catalyst specified. (2) The reactants are Br[CH2:2][CH2:3][CH2:4][CH2:5][C:6]([CH3:15])([C:9]1[CH:14]=[CH:13][CH:12]=[CH:11][CH:10]=1)[CH2:7][OH:8].[C:16]1(=[O:26])[NH:20][C:19](=[O:21])[C:18]2=[CH:22][CH:23]=[CH:24][CH:25]=[C:17]12.[K]. The catalyst is CN(C=O)C.O. The product is [C:16]1(=[O:26])[N:20]([CH2:2][CH2:3][CH2:4][CH2:5][C:6]([CH3:15])([C:9]2[CH:14]=[CH:13][CH:12]=[CH:11][CH:10]=2)[CH2:7][OH:8])[C:19](=[O:21])[C:18]2=[CH:22][CH:23]=[CH:24][CH:25]=[C:17]12. The yield is 1.00.